This data is from B-cell epitopes from IEDB database with 3,159 antigens for binding position prediction. The task is: Token-level Classification. Given an antigen amino acid sequence, predict which amino acid positions are active epitope sites capable of antibody binding. Output is a list of indices for active positions. Given the antigen sequence: MGKFLTTLILFLQFCPPILCYYSPSCCTLTIGVSSYHSKPCNPAQPVCSWTLDLLALSADQALQPPCPILVSYSSYHATYSLYVFPHWIKKPNRNGGGYYSASYSDPCSLKCPYLGCQSWTCPYTGAVSSPYWKFQQDVNFTQEVSRLNINLHFSKCGFPFSLLVDAPGYDPIWLLNTEPSQLPPTAPPLLPHSNLDHILEPSIPWKSKLLTLVQLTLQSTNYTCIVSIDRASLSTWHVLYSPNISIPSSSSTPLLYPSLALPAPHLTLPFNWTHCFDPQIQAIVSSPCHNSLILPPFSLSPVPAPRSRSRRAVPVAVWLVSALAMGTGIAGRITGSMSLASGKSLLHEVDKDISQLTQAIVKNHKNLLKIAQYAAQNRRRLDLLFWEQGGLCKALQEQCCFLNITNSHVSILQERPPLENRVLTGWGLNWDLGLSQWAREALQTGITLVALLLLVILAGPCILRQLRQLPSRIRYPHYSLINPESSL, which amino acid positions are active epitope sites? The epitope positions are: [183, 184, 185, 186, 187, 188, 189, 190, 191, 192, 193, 194, 195]. The amino acids at these positions are: PPTAPPLLPHSNL.